Dataset: Experimentally validated miRNA-target interactions with 360,000+ pairs, plus equal number of negative samples. Task: Binary Classification. Given a miRNA mature sequence and a target amino acid sequence, predict their likelihood of interaction. (1) The miRNA is hsa-miR-935 with sequence CCAGUUACCGCUUCCGCUACCGC. The protein sequence of the target gene is MDGMKYIISLFFIFVFLEGSKTEQVKHSDTYCVFQDKKYRVGEKWHPYLEPYGLVYCVNCICSENGNVLCSRVRCPSLHCLSPVHIPHLCCPRCPDSLPPVNNKVTSKSCEYNGTTYQHGELFIAEGLFQNRQPNQCSQCSCSEGNVYCGLKTCPKLTCAFPVSVPDSCCRVCRGDAELSWEHADGDIFRQPANREARHSYLRSPYDPPPNRQAGGLPRFPGSRSHRGAVIDSQQASGTIVQIVINNKHKHGQVCVSNGKTYSHGESWHPNLRAFGIVECVLCTCNVTKQECKKIHCPNR.... Result: 0 (no interaction). (2) The miRNA is rno-miR-29a-3p with sequence UAGCACCAUCUGAAAUCGGUUA. The protein sequence of the target gene is MAARCVRLARRSLPALALSFRPSPRLLCTATKQKNNGQNLEEDLGHCEPKTDPSSADKTLLEEKVKLEEQLKETMEKYKRALADTENLRQRSQKLVEEAKLYGIQGFCKDLLEVADILEKATQSVPKEEVSNNNPHLKSLYEGLVMTEVQIQKVFTKHGLLRLDPIGAKFDPYEHEALFHTPVEGKEPGTVALVSKVGYKLHGRTLRPALVGVVKDA. Result: 0 (no interaction). (3) The miRNA is hsa-miR-624-5p with sequence UAGUACCAGUACCUUGUGUUCA. The protein sequence of the target gene is MGNCCWTQCFGLLRKEAGRLQRVGGGGGSKYFRTCSRGEHLTIEFENLVESDEGESPGSSHRPLTEEEIVDLRERHYDSIAEKQKDLDKKIQKELALQEEKLRLEEEALYAAQREAARAAKQRKLLEQERQRIVQQYHPSNNGEYQSSGPEDDFESCLRNMKSQYEVFRSSRLSSDATVLTPNTESSCDLMTKTKSTSGNDDSTSLDLEWEDEEGMNRMLPMRERSKTEEDILRAALKYSNKKTGSNPTSASDDSNGLEWENDFVSAEMDDNGNSEYSGFVNPVLELSDSGIRHSDTDQQ.... Result: 0 (no interaction). (4) The miRNA is hsa-miR-548a-3p with sequence CAAAACUGGCAAUUACUUUUGC. The protein sequence of the target gene is MASLFRSYLPAIWLLLSQLLRESLAAELRGCGPRFGKHLLSYCPMPEKTFTTTPGGWLLESGRPKEMVSTSNNKDGQALGTTSEFIPNLSPELKKPLSEGQPSLKKIILSRKKRSGRHRFDPFCCEVICDDGTSVKLCT. Result: 0 (no interaction). (5) The miRNA is rno-miR-133b-5p with sequence GCUGGUCAAACGGAACCAAGU. The protein sequence of the target gene is MSENLDKSHVDEAGEAEAAASEQGLEGALECSDETLQKKVKSDSPSSQRVGRPHSSPARLVTVEELLETAKGVTNMALAHEIVVTGDFRINAVELAEGSLEKRVKEIVHKAFWDCLSVQLSEEPPTYDHAIKLVGEIKETLLSFLLPGHTRLRNQITEVLDLELIKQEAENGALDISKLAEFIIGMMGILCAPARDEEVKKLKGIKEIVPLFRAIFSVLDLMKVDMANFAISSIRPHLMQQSVEYERRKFQEVLERQPNSLDFATQWLEEATNDLLSQKYKHALPAGGGAAGSGDAPLLT.... Result: 0 (no interaction). (6) The miRNA is hsa-miR-4725-5p with sequence AGACCCUGCAGCCUUCCCACC. The protein sequence of the target gene is MMISRPPPALGGDQFSILILLVLLTSTAPISAATIRVSPDCGKPQQLNRIVGGEDSMDAQWPWIVSILKNGSHHCAGSLLTNRWVVTAAHCFKSNMDKPSLFSVLLGAWKLGSPGPRSQKVGIAWVLPHPRYSWKEGTHADIALVRLEHSIQFSERILPICLPDSSVRLPPKTDCWIAGWGSIQDGVPLPHPQTLQKLKVPIIDSELCKSLYWRGAGQEAITEGMLCAGYLEGERDACLGDSGGPLMCQVDDHWLLTGIISWGEGCAERNRPGVYTSLLAHRSWVQRIVQGVQLRGYLAD.... Result: 0 (no interaction). (7) The miRNA is mmu-miR-136-5p with sequence ACUCCAUUUGUUUUGAUGAUGG. The protein sequence of the target gene is MENWPTPSELVNTGFQSVLSQGNKKPQNRKEKEEKVEKRSNSDSKENRETKLNGPGENVSEDEAQSSNQRKRANKHKWVPLHLDVVRSESQERPGSRNSSRCQPEANKPTHNNRRNDTRSWKRDREKRDDQDDVSSVRSEGGNIRGSFRGRGRGRGRGRGRGRGNPRLNFDYSYGYQEHGERTDQPFQTELNTSMMYYYDDGTGVQVYPVEEALLKEYIKRQIEYYFSVENLERDFFLRGKMDEQGFLPISLIAGFQRVQALTTNLNLILEALKDSTEVEIVDEKMRKKIEPEKWPIPGP.... Result: 0 (no interaction).